From a dataset of Reaction yield outcomes from USPTO patents with 853,638 reactions. Predict the reaction yield, written as a fraction of the theoretical maximum amount of product (1.0 means a 100% yield; for example, 0.34 means a 34% yield). (1) The product is [CH2:22]([O:21][C:13]1[CH:14]=[C:15]([CH2:18][CH2:19][CH3:20])[CH:16]=[CH:17][C:12]=1[OH:11])[C:23]1[CH:28]=[CH:27][CH:26]=[CH:25][CH:24]=1. The catalyst is C(O)C.O. The reactants are CC1C=CC(S([O:11][C:12]2[CH:17]=[CH:16][C:15]([CH2:18][CH2:19][CH3:20])=[CH:14][C:13]=2[O:21][CH2:22][C:23]2[CH:28]=[CH:27][CH:26]=[CH:25][CH:24]=2)(=O)=O)=CC=1.[OH-].[K+]. The yield is 0.860. (2) The reactants are O[CH2:2][C:3]1[CH:12]=[N:11][C:10]2[N:9]3[CH2:13][CH2:14][S:15][CH2:16][CH:8]3[C:7](=[O:17])[NH:6][C:5]=2[CH:4]=1.[I-].C(C[P+](C)(C)C)#N.C(N(C(C)C)C(C)C)C.Cl.[Cl:36][C:37]1[CH:42]=[CH:41][C:40]([C:43]2[CH2:44][CH2:45][NH:46][CH2:47][CH:48]=2)=[CH:39][CH:38]=1. The catalyst is C(#N)CC.O. The product is [Cl:36][C:37]1[CH:42]=[CH:41][C:40]([C:43]2[CH2:48][CH2:47][N:46]([CH2:2][C:3]3[CH:12]=[N:11][C:10]4[N:9]5[CH2:13][CH2:14][S:15][CH2:16][CH:8]5[C:7](=[O:17])[NH:6][C:5]=4[CH:4]=3)[CH2:45][CH:44]=2)=[CH:39][CH:38]=1. The yield is 0.190. (3) The reactants are [CH3:1][N:2]1[C:7](=[O:8])[CH:6]=[CH:5][C:4]([C:9](=[O:27])[CH2:10][C@H:11]([C:19]2[CH:26]=[CH:25][C:22]([C:23]#[N:24])=[CH:21][CH:20]=2)[C:12]2[CH:17]=[CH:16][CH:15]=[CH:14][C:13]=2[CH3:18])=[CH:3]1.[N-:28]=[N+:29]=[N-:30].[Na+].[Cl-].[NH4+]. The catalyst is CN(C)C=O. The product is [NH:28]1[C:23]([C:22]2[CH:21]=[CH:20][C:19]([C@H:11]([C:12]3[CH:17]=[CH:16][CH:15]=[CH:14][C:13]=3[CH3:18])[CH2:10][C:9]([C:4]3[CH:5]=[CH:6][C:7](=[O:8])[N:2]([CH3:1])[CH:3]=3)=[O:27])=[CH:26][CH:25]=2)=[N:24][N:30]=[N:29]1. The yield is 0.370.